This data is from Full USPTO retrosynthesis dataset with 1.9M reactions from patents (1976-2016). The task is: Predict the reactants needed to synthesize the given product. Given the product [F:26][C:27]1[CH:28]=[C:29]2[C:33](=[CH:34][CH:35]=1)[N:32]([C:23]([C:19]1[N:20]=[CH:21][N:22]=[C:17]([N:14]3[CH2:13][CH2:12][CH:11]([N:3]4[C:4]5[C:5](=[N:6][CH:7]=[CH:8][CH:9]=5)[NH:10][C:2]4=[O:1])[CH2:16][CH2:15]3)[CH:18]=1)=[O:24])[CH2:31][CH:30]2[CH3:36], predict the reactants needed to synthesize it. The reactants are: [O:1]=[C:2]1[NH:10][C:5]2=[N:6][CH:7]=[CH:8][CH:9]=[C:4]2[N:3]1[CH:11]1[CH2:16][CH2:15][N:14]([C:17]2[N:22]=[CH:21][N:20]=[C:19]([C:23](O)=[O:24])[CH:18]=2)[CH2:13][CH2:12]1.[F:26][C:27]1[CH:28]=[C:29]2[C:33](=[CH:34][CH:35]=1)[NH:32][CH2:31][CH:30]2[CH3:36].CN(C(ON1N=NC2C=CC=CC1=2)=[N+](C)C)C.[B-](F)(F)(F)F.